Dataset: Catalyst prediction with 721,799 reactions and 888 catalyst types from USPTO. Task: Predict which catalyst facilitates the given reaction. Reactant: C1(P(=[CH:20][C:21]([O:23][CH3:24])=[O:22])(C2C=CC=CC=2)C2C=CC=CC=2)C=CC=CC=1.[C:25]([C:27]1[CH:28]=[C:29]([CH:32]=[CH:33][CH:34]=1)[CH:30]=O)#[N:26]. Product: [C:25]([C:27]1[CH:28]=[C:29](/[CH:30]=[CH:20]/[C:21]([O:23][CH3:24])=[O:22])[CH:32]=[CH:33][CH:34]=1)#[N:26]. The catalyst class is: 2.